Dataset: Reaction yield outcomes from USPTO patents with 853,638 reactions. Task: Predict the reaction yield, written as a fraction of the theoretical maximum amount of product (1.0 means a 100% yield; for example, 0.34 means a 34% yield). (1) The reactants are [C:1]([C:5]1[CH:44]=[CH:43][C:8]([CH2:9][N:10]2[C:14](=[O:15])[N:13]([CH2:16][CH3:17])[C:12]([CH2:18][CH2:19][C:20]([C:23]3[CH:24]=[C:25]([C:29]4[CH:34]=[CH:33][C:32]([O:35][CH2:36][CH3:37])=[C:31]([CH2:38][C:39]([O:41]C)=[O:40])[CH:30]=4)[CH:26]=[CH:27][CH:28]=3)([F:22])[F:21])=[N:11]2)=[CH:7][CH:6]=1)([CH3:4])([CH3:3])[CH3:2].O.[Li+].[OH-]. The catalyst is C1COCC1.CO. The product is [C:1]([C:5]1[CH:6]=[CH:7][C:8]([CH2:9][N:10]2[C:14](=[O:15])[N:13]([CH2:16][CH3:17])[C:12]([CH2:18][CH2:19][C:20]([C:23]3[CH:24]=[C:25]([C:29]4[CH:34]=[CH:33][C:32]([O:35][CH2:36][CH3:37])=[C:31]([CH2:38][C:39]([OH:41])=[O:40])[CH:30]=4)[CH:26]=[CH:27][CH:28]=3)([F:22])[F:21])=[N:11]2)=[CH:43][CH:44]=1)([CH3:3])([CH3:4])[CH3:2]. The yield is 1.00. (2) The reactants are [C:1]([NH:4][CH2:5][CH2:6][CH:7]1[C:15]2[C:10](=[CH:11][CH:12]=[C:13]([NH:17][C:18](=[O:22])[CH:19]([CH3:21])[CH3:20])[C:14]=2O)[CH2:9][CH2:8]1)(=[O:3])[CH3:2].C1(C)C=CC(S([O-])(=O)=O)=CC=1.[NH+]1C=CC=CC=1. The catalyst is C1(C)C(C)=CC=CC=1. The product is [CH:19]([C:18]1[O:22][C:14]2[C:15]3[CH:7]([CH2:6][CH2:5][NH:4][C:1](=[O:3])[CH3:2])[CH2:8][CH2:9][C:10]=3[CH:11]=[CH:12][C:13]=2[N:17]=1)([CH3:20])[CH3:21]. The yield is 0.570. (3) The reactants are Cl.[CH2:2]([N:9]1[CH2:14][CH2:13][C:12](=O)[CH:11](C(OCC)=O)[CH2:10]1)[C:3]1[CH:8]=[CH:7][CH:6]=[CH:5][CH:4]=1.C[O-].[Na+].CO.[C:26]([OH:29])(=O)C.[CH:30]([NH2:32])=[NH:31]. No catalyst specified. The product is [CH2:2]([N:9]1[CH2:14][CH2:13][C:12]2[C:26](=[O:29])[NH:32][CH:30]=[N:31][C:11]=2[CH2:10]1)[C:3]1[CH:4]=[CH:5][CH:6]=[CH:7][CH:8]=1. The yield is 0.900. (4) The reactants are [CH2:1]([N:4]1[C:12]2[C:11](=[O:13])[NH:10][C:9](=[O:14])[NH:8][C:7]=2[N:6]=[CH:5]1)[CH:2]=[CH2:3].C1C(=O)N([Cl:22])C(=O)C1.CO. The catalyst is CN(C=O)C. The yield is 0.620. The product is [Cl:22][C:5]1[N:4]([CH2:1][CH:2]=[CH2:3])[C:12]2[C:11](=[O:13])[NH:10][C:9](=[O:14])[NH:8][C:7]=2[N:6]=1. (5) The reactants are [CH3:1][C:2]1([CH3:30])[CH2:7][C:6]([CH3:9])([CH3:8])[CH2:5][C:4](=[C:10]([C:18]2[CH:23]=[CH:22][C:21]([C:24]#[C:25][Si](C)(C)C)=[CH:20][CH:19]=2)[C:11]2[CH:16]=[CH:15][C:14]([OH:17])=[CH:13][CH:12]=2)[CH2:3]1.C([O-])([O-])=O.[K+].[K+].O. The catalyst is CO. The product is [C:24]([C:21]1[CH:22]=[CH:23][C:18]([C:10](=[C:4]2[CH2:3][C:2]([CH3:30])([CH3:1])[CH2:7][C:6]([CH3:9])([CH3:8])[CH2:5]2)[C:11]2[CH:16]=[CH:15][C:14]([OH:17])=[CH:13][CH:12]=2)=[CH:19][CH:20]=1)#[CH:25]. The yield is 0.970. (6) The reactants are Br[C:2]1[CH:45]=[C:44]([F:46])[CH:43]=[CH:42][C:3]=1[CH2:4][C:5]1[S:9][C:8]([C:10]2[CH:41]=[C:13]3[N:14]=[C:15]([CH3:40])[C:16]([C@H:29]([O:35][C:36]([CH3:39])([CH3:38])[CH3:37])[C:30]([O:32][CH2:33][CH3:34])=[O:31])=[C:17]([N:18]4[CH2:23][CH2:22][C:21]([CH2:25][CH2:26][CH:27]=[CH2:28])([CH3:24])[CH2:20][CH2:19]4)[N:12]3[N:11]=2)=[N:7][CH:6]=1.[B:47]1([B:47]2[O:51][C:50]([CH3:53])([CH3:52])[C:49]([CH3:55])([CH3:54])[O:48]2)[O:51][C:50]([CH3:53])([CH3:52])[C:49]([CH3:55])([CH3:54])[O:48]1.C([O-])(=O)C.[K+].O. The catalyst is O1CCOCC1.C1C=CC(P(C2C=CC=CC=2)[C-]2C=CC=C2)=CC=1.C1C=CC(P(C2C=CC=CC=2)[C-]2C=CC=C2)=CC=1.Cl[Pd]Cl.[Fe+2]. The product is [CH2:25]([C:21]1([CH3:24])[CH2:22][CH2:23][N:18]([C:17]2[N:12]3[N:11]=[C:10]([C:8]4[S:9][C:5]([CH2:4][C:3]5[CH:42]=[CH:43][C:44]([F:46])=[CH:45][C:2]=5[B:47]5[O:51][C:50]([CH3:53])([CH3:52])[C:49]([CH3:55])([CH3:54])[O:48]5)=[CH:6][N:7]=4)[CH:41]=[C:13]3[N:14]=[C:15]([CH3:40])[C:16]=2[C@H:29]([O:35][C:36]([CH3:37])([CH3:38])[CH3:39])[C:30]([O:32][CH2:33][CH3:34])=[O:31])[CH2:19][CH2:20]1)[CH2:26][CH:27]=[CH2:28]. The yield is 0.313. (7) The reactants are Br[CH2:2][CH2:3][CH:4]([C:6]1[CH:11]=[CH:10][C:9]([F:12])=[CH:8][CH:7]=1)[CH3:5].[CH3:13][O:14][C:15]1[CH:16]=[C:17]([CH3:24])[CH:18]=[C:19]([O:22][CH3:23])[C:20]=1[OH:21]. No catalyst specified. The product is [F:12][C:9]1[CH:10]=[CH:11][C:6]([CH:4]([CH3:5])[CH2:3][CH2:2][O:21][C:20]2[C:19]([O:22][CH3:23])=[CH:18][C:17]([CH3:24])=[CH:16][C:15]=2[O:14][CH3:13])=[CH:7][CH:8]=1. The yield is 0.820.